This data is from Full USPTO retrosynthesis dataset with 1.9M reactions from patents (1976-2016). The task is: Predict the reactants needed to synthesize the given product. (1) Given the product [CH2:24]([N:23]([CH2:26][CH3:27])[C:21](=[O:22])[CH2:20][N:16]1[CH2:15][CH2:14][N:13]([C:6]2[C:7]3[O:11][CH:10]=[CH:9][C:8]=3[CH:12]=[C:4]([N+:1]([O-:3])=[O:2])[CH:5]=2)[CH2:18][CH2:17]1)[CH3:25], predict the reactants needed to synthesize it. The reactants are: [N+:1]([C:4]1[CH:5]=[C:6]([N:13]2[CH2:18][CH2:17][NH:16][CH2:15][CH2:14]2)[C:7]2[O:11][CH:10]=[CH:9][C:8]=2[CH:12]=1)([O-:3])=[O:2].Cl[CH2:20][C:21]([N:23]([CH2:26][CH3:27])[CH2:24][CH3:25])=[O:22].C([O-])([O-])=O.[K+].[K+]. (2) The reactants are: [C:1]1([C:10]2[CH:15]=[CH:14][CH:13]=[CH:12][CH:11]=2)[C:2](B(O)O)=[CH:3][CH:4]=[CH:5][CH:6]=1.Br[C:17]1[CH:18]=[N:19][C:20]([Cl:23])=[N:21][CH:22]=1.[O-]P([O-])([O-])=O.[K+].[K+].[K+]. Given the product [C:1]1([C:10]2[CH:15]=[CH:14][CH:13]=[CH:12][CH:11]=2)[CH:6]=[CH:5][CH:4]=[CH:3][C:2]=1[C:17]1[CH:18]=[N:19][C:20]([Cl:23])=[N:21][CH:22]=1, predict the reactants needed to synthesize it.